Dataset: Full USPTO retrosynthesis dataset with 1.9M reactions from patents (1976-2016). Task: Predict the reactants needed to synthesize the given product. (1) Given the product [CH3:1][N:2]1[C:6]([C:7]2[C:12]([O:13][C:17]3[C:26]4[C:21](=[CH:22][C:23]([O:29][CH3:30])=[C:24]([O:27][CH3:28])[CH:25]=4)[N:20]=[CH:19][CH:18]=3)=[CH:11][CH:10]=[C:9]([CH3:14])[N:8]=2)=[CH:5][C:4]([CH3:15])=[N:3]1, predict the reactants needed to synthesize it. The reactants are: [CH3:1][N:2]1[C:6]([C:7]2[C:12]([OH:13])=[CH:11][CH:10]=[C:9]([CH3:14])[N:8]=2)=[CH:5][C:4]([CH3:15])=[N:3]1.Cl[C:17]1[C:26]2[C:21](=[CH:22][C:23]([O:29][CH3:30])=[C:24]([O:27][CH3:28])[CH:25]=2)[N:20]=[CH:19][CH:18]=1.C(=O)([O-])[O-].[Cs+].[Cs+].O. (2) Given the product [CH3:30][N:33]([CH3:36])[C:34]([NH:1][CH2:2][CH2:3][N:4]1[C:13]2[C:8](=[N:9][CH:10]=[C:11]([CH2:14][C:15]3[CH:16]=[CH:17][C:18]([F:21])=[CH:19][CH:20]=3)[CH:12]=2)[C:7]([OH:22])=[C:6]([C:23]([NH:25][CH2:26][CH2:27][OH:28])=[O:24])[C:5]1=[O:29])=[O:41], predict the reactants needed to synthesize it. The reactants are: [NH2:1][CH2:2][CH2:3][N:4]1[C:13]2[C:8](=[N:9][CH:10]=[C:11]([CH2:14][C:15]3[CH:20]=[CH:19][C:18]([F:21])=[CH:17][CH:16]=3)[CH:12]=2)[C:7]([OH:22])=[C:6]([C:23]([NH:25][CH2:26][CH2:27][OH:28])=[O:24])[C:5]1=[O:29].[CH:30]([N:33]([CH:36](C)C)[CH2:34]C)(C)C.CC[OH:41]. (3) Given the product [N+:1]([N:7]1[C:6]([Br:5])=[C:10]([Br:11])[C:9]([Br:12])=[N:8]1)([O-:4])=[O:2], predict the reactants needed to synthesize it. The reactants are: [N+:1]([O-:4])(O)=[O:2].[Br:5][C:6]1[C:10]([Br:11])=[C:9]([Br:12])[NH:8][N:7]=1.C(OC(=O)C)(=O)C. (4) Given the product [C:10]([NH:1][C:2]1[C:3](=[O:9])[NH:4][N:5]=[CH:6][C:7]=1[Cl:8])(=[O:12])[CH3:11], predict the reactants needed to synthesize it. The reactants are: [NH2:1][C:2]1[C:3](=[O:9])[NH:4][N:5]=[CH:6][C:7]=1[Cl:8].[C:10](Cl)(=[O:12])[CH3:11]. (5) Given the product [CH2:20]([C:21]1[O:13][C:7]([C:4]2[CH:3]=[CH:2][CH:1]=[CH:6][CH:5]=2)=[C:8]([C:9]([OH:11])=[O:10])[N:12]=1)[C:14]1[CH:19]=[CH:18][CH:17]=[CH:16][CH:15]=1, predict the reactants needed to synthesize it. The reactants are: [CH:1]1[CH:6]=[CH:5][C:4]([CH:7]([OH:13])[CH:8]([NH2:12])[C:9]([OH:11])=[O:10])=[CH:3][CH:2]=1.[C:14]1([CH2:20][C:21](O)=O)[CH:19]=[CH:18][CH:17]=[CH:16][CH:15]=1. (6) Given the product [CH3:1][O:2][C:3]1[CH:8]=[C:7]([C:9]([F:12])([F:11])[F:10])[CH:6]=[CH:5][C:4]=1[C:17]1[C:26]2[C:21](=[CH:22][C:23]([S:27]([O:30][C:31]3[C:32]([F:41])=[C:33]([F:40])[C:34]([F:39])=[C:35]([F:38])[C:36]=3[F:37])(=[O:29])=[O:28])=[CH:24][CH:25]=2)[CH:20]=[CH:19][N:18]=1, predict the reactants needed to synthesize it. The reactants are: [CH3:1][O:2][C:3]1[CH:8]=[C:7]([C:9]([F:12])([F:11])[F:10])[CH:6]=[CH:5][C:4]=1B(O)O.Cl[C:17]1[C:26]2[C:21](=[CH:22][C:23]([S:27]([O:30][C:31]3[C:36]([F:37])=[C:35]([F:38])[C:34]([F:39])=[C:33]([F:40])[C:32]=3[F:41])(=[O:29])=[O:28])=[CH:24][CH:25]=2)[CH:20]=[CH:19][N:18]=1.P([O-])([O-])([O-])=O.[K+].[K+].[K+]. (7) The reactants are: [C:1]1([CH2:7][C:8]([OH:10])=[O:9])[CH:6]=[CH:5][CH:4]=[CH:3][CH:2]=1.C[Si]([N-][Si](C)(C)C)(C)C.[Li+].[CH2:21](I)[CH:22]([CH3:24])[CH3:23]. Given the product [CH3:21][CH:22]([CH3:24])[CH2:23][CH:7]([C:1]1[CH:6]=[CH:5][CH:4]=[CH:3][CH:2]=1)[C:8]([OH:10])=[O:9], predict the reactants needed to synthesize it.